From a dataset of HIV replication inhibition screening data with 41,000+ compounds from the AIDS Antiviral Screen. Binary Classification. Given a drug SMILES string, predict its activity (active/inactive) in a high-throughput screening assay against a specified biological target. (1) The compound is Cn1c(=O)c(CC(C(=O)O)C(=O)O)nc2ccccc21. The result is 0 (inactive). (2) The compound is O=C(O)CCCCCCCCC(=O)O. The result is 0 (inactive). (3) The drug is c1ccc2c(c1)nnn2CNc1ccc(N2CCCCC2)cc1. The result is 0 (inactive). (4) The result is 0 (inactive). The compound is C(=Nc1ccc(C2=NCCN2)cc1)c1ccc(C=Nc2ccc(C3=NCCN3)cc2)cc1. (5) The result is 0 (inactive). The compound is COc1ccc(C(C)=C2CCCN(Cc3ccccc3)C2)cc1. (6) The compound is CC1=C(C(=O)NNC(=O)C(N)=O)CC(C(=O)NNC(=O)C(N)=O)=C(C)N1. The result is 0 (inactive). (7) The compound is CC(=NN=Cc1ccccn1)C(C)=NN=C(C)C(C)=NN=Cc1ccccn1. The result is 0 (inactive). (8) The drug is O=C1C=CC(=O)c2c(-c3ccccc3[N+](=O)[O-])cc(Cl)nc21. The result is 0 (inactive).